The task is: Predict the product of the given reaction.. This data is from Forward reaction prediction with 1.9M reactions from USPTO patents (1976-2016). (1) The product is: [Br:1][C:2]1[CH:7]=[C:6]([O:8][CH3:9])[C:5]([O:10][CH3:11])=[CH:4][C:3]=1[CH2:12][C:13]([Cl:19])=[O:15]. Given the reactants [Br:1][C:2]1[CH:7]=[C:6]([O:8][CH3:9])[C:5]([O:10][CH3:11])=[CH:4][C:3]=1[CH2:12][C:13]([OH:15])=O.C(Cl)(=O)C([Cl:19])=O, predict the reaction product. (2) Given the reactants [CH:1]1([CH2:7][O:8][C:9]([C:11]2([CH2:17][C:18]3[CH:23]=[CH:22][C:21]([C:24]#[N:25])=[CH:20][CH:19]=3)[CH2:16][CH2:15][NH:14][CH2:13][CH2:12]2)=[O:10])[CH2:6][CH2:5][CH2:4][CH2:3][CH2:2]1.C(OC([NH:33][C@@H:34]([CH2:38][C:39]1[S:40][CH:41]=[CH:42][CH:43]=1)[C:35](O)=[O:36])=O)(C)(C)C.C(N(C(C)C)CC)(C)C.CN(C(ON1N=NC2C=CC=CC1=2)=[N+](C)C)C.F[P-](F)(F)(F)(F)F, predict the reaction product. The product is: [CH:1]1([CH2:7][O:8][C:9]([C:11]2([CH2:17][C:18]3[CH:19]=[CH:20][C:21]([C:24]#[N:25])=[CH:22][CH:23]=3)[CH2:12][CH2:13][N:14]([C:35](=[O:36])[C@@H:34]([NH2:33])[CH2:38][C:39]3[S:40][CH:41]=[CH:42][CH:43]=3)[CH2:15][CH2:16]2)=[O:10])[CH2:6][CH2:5][CH2:4][CH2:3][CH2:2]1. (3) Given the reactants [Cl:1][C:2]1[C:3]([C:10]([OH:12])=[O:11])=[N:4][N:5]([CH3:9])[C:6](=[O:8])[CH:7]=1.Cl.[CH3:14]COC(C)=O, predict the reaction product. The product is: [Cl:1][C:2]1[C:3]([C:10]([O:12][CH3:14])=[O:11])=[N:4][N:5]([CH3:9])[C:6](=[O:8])[CH:7]=1. (4) Given the reactants [CH2:1]([NH:8][C:9]1[C:18]([F:19])=[C:17]([O:20][CH3:21])[C:12]([C:13]([O:15]C)=[O:14])=[C:11]([O:22][CH3:23])[C:10]=1[F:24])[C:2]1[CH:7]=[CH:6][CH:5]=[CH:4][CH:3]=1.[OH-].[Na+].O.Cl, predict the reaction product. The product is: [CH2:1]([NH:8][C:9]1[C:10]([F:24])=[C:11]([O:22][CH3:23])[C:12]([C:13]([OH:15])=[O:14])=[C:17]([O:20][CH3:21])[C:18]=1[F:19])[C:2]1[CH:3]=[CH:4][CH:5]=[CH:6][CH:7]=1. (5) Given the reactants CCN(CC)CC.[Cl:8][C:9]1[N:14]=[C:13](Cl)[CH:12]=[CH:11][N:10]=1.[NH2:16][C:17]1[CH:18]=[C:19]2[C:23](=[CH:24][CH:25]=1)[NH:22][C:21]([CH3:26])=[CH:20]2, predict the reaction product. The product is: [Cl:8][C:9]1[N:14]=[C:13]([NH:16][C:17]2[CH:18]=[C:19]3[C:23](=[CH:24][CH:25]=2)[NH:22][C:21]([CH3:26])=[CH:20]3)[CH:12]=[CH:11][N:10]=1. (6) Given the reactants [CH:1]([O:4][C:5]([N:7]1[C:16]2[C:11](=[N:12][C:13]([O:17][CH3:18])=[CH:14][CH:15]=2)[C@H:10]([NH:19][CH2:20][C:21]2[CH:26]=[C:25]([C:27]([F:30])([F:29])[F:28])[CH:24]=[C:23]([C:31]([F:34])([F:33])[F:32])[CH:22]=2)[CH2:9][C@@H:8]1[CH3:35])=[O:6])([CH3:3])[CH3:2].N1C=CC=CC=1.[C:42](OC(=O)C)(=[O:44])[CH3:43], predict the reaction product. The product is: [CH:1]([O:4][C:5]([N:7]1[C:16]2[C:11](=[N:12][C:13]([O:17][CH3:18])=[CH:14][CH:15]=2)[C@H:10]([N:19]([C:42](=[O:44])[CH3:43])[CH2:20][C:21]2[CH:26]=[C:25]([C:27]([F:28])([F:29])[F:30])[CH:24]=[C:23]([C:31]([F:34])([F:33])[F:32])[CH:22]=2)[CH2:9][C@@H:8]1[CH3:35])=[O:6])([CH3:3])[CH3:2].